From a dataset of Reaction yield outcomes from USPTO patents with 853,638 reactions. Predict the reaction yield, written as a fraction of the theoretical maximum amount of product (1.0 means a 100% yield; for example, 0.34 means a 34% yield). (1) The reactants are [NH2:1][C:2]1[N:7]=[C:6]([NH:8][C@H:9]2[CH2:14][CH2:13][C@H:12]([OH:15])[CH2:11][CH2:10]2)[C:5](Br)=[C:4]([CH3:17])[N:3]=1.C1(C)C=CC=CC=1P(C1C=CC=CC=1C)C1C=CC=CC=1C.[C:40]([O:44][CH2:45][CH3:46])(=[O:43])[CH:41]=[CH2:42]. The catalyst is C(N(CC)CC)C.C([O-])(=O)C.[Pd+2].C([O-])(=O)C. The product is [NH2:1][C:2]1[N:7]=[C:6]([NH:8][C@H:9]2[CH2:14][CH2:13][C@H:12]([OH:15])[CH2:11][CH2:10]2)[C:5](/[CH:42]=[CH:41]/[C:40]([O:44][CH2:45][CH3:46])=[O:43])=[C:4]([CH3:17])[N:3]=1. The yield is 0.520. (2) The reactants are I[C:2]1[C:10]2[C:5](=[N:6][CH:7]=[CH:8][C:9]=2[N:11]2[CH2:16][CH2:15][N:14]([C:17]([O:19][C:20]([CH3:23])([CH3:22])[CH3:21])=[O:18])[CH2:13][CH2:12]2)[N:4]([CH2:24][C:25]2[CH:30]=[CH:29][C:28]([O:31][CH3:32])=[CH:27][CH:26]=2)[N:3]=1.N1C2C(=CC=C3C=2N=CC=C3)C=CC=1.[C:47]([O:51][CH2:52][CH2:53][OH:54])([CH3:50])([CH3:49])[CH3:48].[F-].[K+]. The catalyst is C1(C)C=CC=CC=1.C(OCC)(=O)C. The product is [C:47]([O:51][CH2:52][CH2:53][O:54][C:2]1[C:10]2[C:5](=[N:6][CH:7]=[CH:8][C:9]=2[N:11]2[CH2:16][CH2:15][N:14]([C:17]([O:19][C:20]([CH3:23])([CH3:22])[CH3:21])=[O:18])[CH2:13][CH2:12]2)[N:4]([CH2:24][C:25]2[CH:30]=[CH:29][C:28]([O:31][CH3:32])=[CH:27][CH:26]=2)[N:3]=1)([CH3:50])([CH3:49])[CH3:48]. The yield is 0.680. (3) The reactants are [CH2:1]([C@H:8]([NH:30][C:31](=[O:50])[C@H:32]([CH:47]([CH3:49])[CH3:48])[NH:33][C:34]([N:36]([CH2:38][C:39]1[N:40]=[C:41]([CH:44]([CH3:46])[CH3:45])[S:42][CH:43]=1)[CH3:37])=[O:35])[CH2:9][C@H:10]([OH:29])[C@@H:11]([NH:19][C:20]([O:22][CH2:23][C:24]1[S:28][CH:27]=[N:26][CH:25]=1)=[O:21])[CH2:12][C:13]1[CH:18]=[CH:17][CH:16]=[CH:15][CH:14]=1)[C:2]1[CH:7]=[CH:6][CH:5]=[CH:4][CH:3]=1.[CH3:51][S:52][CH3:53].C(OOC(=O)C1C=CC=CC=1)(=O)C1C=CC=CC=1. The catalyst is C(#N)C.C(OCC)(=O)C. The product is [CH2:1]([C@H:8]([NH:30][C:31](=[O:50])[C@H:32]([CH:47]([CH3:49])[CH3:48])[NH:33][C:34]([N:36]([CH2:38][C:39]1[N:40]=[C:41]([CH:44]([CH3:45])[CH3:46])[S:42][CH:43]=1)[CH3:37])=[O:35])[CH2:9][C@H:10]([O:29][CH2:51][S:52][CH3:53])[C@@H:11]([NH:19][C:20]([O:22][CH2:23][C:24]1[S:28][CH:27]=[N:26][CH:25]=1)=[O:21])[CH2:12][C:13]1[CH:18]=[CH:17][CH:16]=[CH:15][CH:14]=1)[C:2]1[CH:3]=[CH:4][CH:5]=[CH:6][CH:7]=1. The yield is 0.840. (4) The reactants are Cl[C:2]1[N:10]=[CH:9][C:8]([F:11])=[CH:7][C:3]=1[C:4]([OH:6])=[O:5].C(=O)([O-])[O-].[K+].[K+].[CH2:18]([C:25]1[CH:26]=[C:27]([CH:29]=[CH:30][CH:31]=1)[NH2:28])[C:19]1[CH:24]=[CH:23][CH:22]=[CH:21][CH:20]=1. The catalyst is [Cu]Br.[Cu].CN1CCCC1=O. The product is [CH2:18]([C:25]1[CH:26]=[C:27]([NH:28][C:2]2[N:10]=[CH:9][C:8]([F:11])=[CH:7][C:3]=2[C:4]([OH:6])=[O:5])[CH:29]=[CH:30][CH:31]=1)[C:19]1[CH:20]=[CH:21][CH:22]=[CH:23][CH:24]=1. The yield is 0.180. (5) The reactants are C1(P(C2C=CC=CC=2)C2C=CC=CC=2)C=CC=CC=1.C1C=CC(COC(/N=N/C(OCC2C=CC=CC=2)=O)=O)=CC=1.[F:42][C:43]([F:52])([F:51])[C:44]1[CH:49]=[CH:48][C:47]([OH:50])=[CH:46][CH:45]=1.[CH3:53][C:54]1[O:58][C:57]([CH2:59][CH2:60]O)=[CH:56][CH:55]=1. The catalyst is C1COCC1. The product is [CH3:53][C:54]1[O:58][C:57]([CH2:59][CH2:60][O:50][C:47]2[CH:46]=[CH:45][C:44]([C:43]([F:51])([F:52])[F:42])=[CH:49][CH:48]=2)=[CH:56][CH:55]=1. The yield is 0.440. (6) The catalyst is CC(O)C. The reactants are [F:1][C:2]1[CH:3]=[C:4]2[C:22](=[CH:23][CH:24]=1)[O:21][CH2:20][CH2:19][NH:18][CH2:17][C:16]1=[C:25]3[N:26]=[C:10]([CH:11]=[CH:12][N:13]3[N:14]=[CH:15]1)[N:9]1[C@@H:5]2[CH2:6][CH2:7][CH2:8]1.Br[CH2:28][C:29]([OH:31])=[O:30].[OH-].[Na+]. The product is [F:1][C:2]1[CH:3]=[C:4]2[C:22](=[CH:23][CH:24]=1)[O:21][CH2:20][CH2:19][N:18]([CH2:28][C:29]([OH:31])=[O:30])[CH2:17][C:16]1=[C:25]3[N:26]=[C:10]([CH:11]=[CH:12][N:13]3[N:14]=[CH:15]1)[N:9]1[C@@H:5]2[CH2:6][CH2:7][CH2:8]1. The yield is 0.530.